Dataset: Reaction yield outcomes from USPTO patents with 853,638 reactions. Task: Predict the reaction yield, written as a fraction of the theoretical maximum amount of product (1.0 means a 100% yield; for example, 0.34 means a 34% yield). The reactants are [C:1]([SH:9])(=[S:8])[C:2]1[CH:7]=[CH:6][CH:5]=[CH:4][CH:3]=1.[C:10]([O:13][CH:14]=[CH2:15])(=[O:12])[CH3:11]. The catalyst is C(Cl)(Cl)(Cl)Cl. The product is [C:1]([S:9][CH:14]([O:13][C:10](=[O:12])[CH3:11])[CH3:15])(=[S:8])[C:2]1[CH:7]=[CH:6][CH:5]=[CH:4][CH:3]=1. The yield is 0.515.